This data is from Full USPTO retrosynthesis dataset with 1.9M reactions from patents (1976-2016). The task is: Predict the reactants needed to synthesize the given product. (1) Given the product [NH2:26][C:18]1[CH:17]=[C:16]([NH:15][C:13](=[O:14])[CH2:12][C:11]([NH:10][C@H:3]([C@@H:2]([OH:1])[CH2:35][CH2:36][CH3:37])[CH2:4][NH:5][CH2:6][CH:7]([CH3:8])[CH3:9])=[O:34])[CH:21]=[C:20]([C:22]([F:25])([F:24])[F:23])[CH:19]=1, predict the reactants needed to synthesize it. The reactants are: [OH:1][C@@H:2]([CH2:35][CH2:36][CH3:37])[C@@H:3]([NH:10][C:11](=[O:34])[CH2:12][C:13]([NH:15][C:16]1[CH:17]=[C:18]([NH:26]C(=O)OC(C)(C)C)[CH:19]=[C:20]([C:22]([F:25])([F:24])[F:23])[CH:21]=1)=[O:14])[CH2:4][NH:5][CH2:6][CH:7]([CH3:9])[CH3:8]. (2) Given the product [CH3:14][CH2:15][CH2:10][CH2:11][CH2:12][CH3:16].[CH2:3]([OH:4])[CH3:2], predict the reactants needed to synthesize it. The reactants are: C[C:2]1(C)COC(CO[C:10]2[CH:15]=[CH:14]N=[C:12]([CH2:16]S(C3NC4C=CC=CC=4N=3)=O)[C:11]=2C)[O:4][CH2:3]1.[OH-].[Na+]. (3) Given the product [CH2:29]([C:16]1[N:15]([CH2:14][CH2:13][O:12][CH2:11][CH2:10][N:9]2[CH2:2][CH2:3][CH2:4][S:5]2(=[O:7])=[O:6])[C:27]2[C:26]3[CH:25]=[CH:24][CH:23]=[CH:22][C:21]=3[N:20]=[C:19]([NH2:28])[C:18]=2[N:17]=1)[CH2:30][CH2:31][CH3:32], predict the reactants needed to synthesize it. The reactants are: Cl[CH2:2][CH2:3][CH2:4][S:5](Cl)(=[O:7])=[O:6].[NH2:9][CH2:10][CH2:11][O:12][CH2:13][CH2:14][N:15]1[C:27]2[C:26]3[CH:25]=[CH:24][CH:23]=[CH:22][C:21]=3[N:20]=[C:19]([NH2:28])[C:18]=2[N:17]=[C:16]1[CH2:29][CH2:30][CH2:31][CH3:32].C(N(CC)CC)C.N12CCCN=C1CCCCC2.